From a dataset of Catalyst prediction with 721,799 reactions and 888 catalyst types from USPTO. Predict which catalyst facilitates the given reaction. Reactant: CN(C(ON1N=NC2C=CC=NC1=2)=[N+](C)C)C.F[P-](F)(F)(F)(F)F.[NH2:25][CH2:26][C:27]1[C:28]([F:44])=[C:29]([O:34][C:35]2[CH:36]=[C:37]([CH:40]=[C:41]([Cl:43])[CH:42]=2)[C:38]#[N:39])[C:30]([Cl:33])=[CH:31][CH:32]=1.[C:45]([C:48]1[C:49]([Cl:56])=[C:50]([C:53](O)=[O:54])[NH:51][CH:52]=1)(=[O:47])[CH3:46].CCN(C(C)C)C(C)C. Product: [C:45]([C:48]1[C:49]([Cl:56])=[C:50]([C:53]([NH:25][CH2:26][C:27]2[CH:32]=[CH:31][C:30]([Cl:33])=[C:29]([O:34][C:35]3[CH:36]=[C:37]([C:38]#[N:39])[CH:40]=[C:41]([Cl:43])[CH:42]=3)[C:28]=2[F:44])=[O:54])[NH:51][CH:52]=1)(=[O:47])[CH3:46]. The catalyst class is: 3.